Regression. Given two drug SMILES strings and cell line genomic features, predict the synergy score measuring deviation from expected non-interaction effect. From a dataset of NCI-60 drug combinations with 297,098 pairs across 59 cell lines. (1) Drug 1: C1=CC=C(C=C1)NC(=O)CCCCCCC(=O)NO. Drug 2: C1CC(=O)NC(=O)C1N2C(=O)C3=CC=CC=C3C2=O. Cell line: OVCAR-8. Synergy scores: CSS=6.14, Synergy_ZIP=-3.21, Synergy_Bliss=-5.53, Synergy_Loewe=-35.0, Synergy_HSA=-10.4. (2) Drug 1: CS(=O)(=O)C1=CC(=C(C=C1)C(=O)NC2=CC(=C(C=C2)Cl)C3=CC=CC=N3)Cl. Drug 2: CCC1=C2CN3C(=CC4=C(C3=O)COC(=O)C4(CC)O)C2=NC5=C1C=C(C=C5)O. Cell line: EKVX. Synergy scores: CSS=20.6, Synergy_ZIP=-4.45, Synergy_Bliss=-1.38, Synergy_Loewe=-6.33, Synergy_HSA=-0.662. (3) Drug 1: CN(C)N=NC1=C(NC=N1)C(=O)N. Drug 2: C1C(C(OC1N2C=NC3=C(N=C(N=C32)Cl)N)CO)O. Cell line: K-562. Synergy scores: CSS=12.5, Synergy_ZIP=-5.56, Synergy_Bliss=1.17, Synergy_Loewe=-4.04, Synergy_HSA=1.50. (4) Drug 1: C1=CC(=C2C(=C1NCCNCCO)C(=O)C3=C(C=CC(=C3C2=O)O)O)NCCNCCO. Drug 2: CC(C)CN1C=NC2=C1C3=CC=CC=C3N=C2N. Cell line: SK-MEL-2. Synergy scores: CSS=45.4, Synergy_ZIP=0.352, Synergy_Bliss=1.59, Synergy_Loewe=-22.3, Synergy_HSA=0.991.